This data is from Catalyst prediction with 721,799 reactions and 888 catalyst types from USPTO. The task is: Predict which catalyst facilitates the given reaction. (1) Reactant: [OH:1][C:2]1[C:3]([CH3:18])=[C:4]2[C:9](=[C:10]([CH3:13])[C:11]=1[CH3:12])[O:8][C:7]([CH3:17])([C:14]([OH:16])=[O:15])[CH2:6][CH2:5]2.C1(N=C=NC2CCCCC2)CCCCC1.[CH3:34][N:35]([CH2:37][CH2:38]O)[CH3:36].CCOC(C)=O. Product: [CH3:34][N:35]([CH3:36])[CH2:37][CH2:38][O:15][C:14]([C:7]1([CH3:17])[CH2:6][CH2:5][C:4]2[C:9](=[C:10]([CH3:13])[C:11]([CH3:12])=[C:2]([OH:1])[C:3]=2[CH3:18])[O:8]1)=[O:16]. The catalyst class is: 635. (2) Reactant: Br[C:2]1[N:7]=[C:6]2[N:8]([CH2:17][O:18][CH2:19][CH2:20][Si:21]([CH3:24])([CH3:23])[CH3:22])[N:9]=[C:10]([C:11]3[CH:16]=[CH:15][CH:14]=[CH:13][CH:12]=3)[C:5]2=[C:4]([C:25]([F:28])([F:27])[F:26])[CH:3]=1.COCCOC.O.[CH3:36][N:37]([CH3:47])[C:38]1[CH:43]=[CH:42][C:41](B(O)O)=[CH:40][CH:39]=1.O.O.P([O-])([O-])([O-])=O.[K+].[K+].[K+]. Product: [CH3:36][N:37]([CH3:47])[C:38]1[CH:43]=[CH:42][C:41]([C:2]2[N:7]=[C:6]3[N:8]([CH2:17][O:18][CH2:19][CH2:20][Si:21]([CH3:22])([CH3:23])[CH3:24])[N:9]=[C:10]([C:11]4[CH:12]=[CH:13][CH:14]=[CH:15][CH:16]=4)[C:5]3=[C:4]([C:25]([F:27])([F:26])[F:28])[CH:3]=2)=[CH:40][CH:39]=1. The catalyst class is: 103. (3) Reactant: [Cl:1][C:2]1[C:3]([CH3:44])=[C:4]([C:28]2[CH:29]=[C:30]([C:34]([O:36]CC3C=CC=CC=3)=[O:35])[N:31]([CH3:33])[CH:32]=2)[C:5]([O:26][CH3:27])=[C:6]([CH:8]([NH:10][C:11]2[N:19]=[CH:18][N:17]=[C:16]3[C:12]=2[N:13]=[CH:14][N:15]3C2CCCCO2)[CH3:9])[CH:7]=1. Product: [Cl:1][C:2]1[C:3]([CH3:44])=[C:4]([C:28]2[CH:29]=[C:30]([C:34]([OH:36])=[O:35])[N:31]([CH3:33])[CH:32]=2)[C:5]([O:26][CH3:27])=[C:6]([CH:8]([NH:10][C:11]2[N:19]=[CH:18][N:17]=[C:16]3[C:12]=2[N:13]=[CH:14][NH:15]3)[CH3:9])[CH:7]=1. The catalyst class is: 19.